Dataset: Catalyst prediction with 721,799 reactions and 888 catalyst types from USPTO. Task: Predict which catalyst facilitates the given reaction. (1) Reactant: [Br:1][C:2]1[C:10]([F:11])=[CH:9][C:8]([C:12]([NH2:14])=O)=[C:7]2[C:3]=1[C:4]([CH3:16])=[C:5]([CH3:15])[NH:6]2.P(Cl)(Cl)(Cl)=O. Product: [Br:1][C:2]1[C:10]([F:11])=[CH:9][C:8]([C:12]#[N:14])=[C:7]2[C:3]=1[C:4]([CH3:16])=[C:5]([CH3:15])[NH:6]2. The catalyst class is: 7. (2) Reactant: [Li+].CC([N-]C(C)C)C.[CH2:9]([O:11][C:12](=[O:21])[CH:13]([C:15]1[CH:20]=[CH:19][CH:18]=[CH:17][CH:16]=1)[CH3:14])[CH3:10].[Br:22][CH2:23][CH2:24][CH2:25][CH2:26]Br.CN1C(=O)N(C)CCC1. Product: [Br:22][CH2:23][CH2:24][CH2:25][CH2:26][C:13]([CH3:14])([C:15]1[CH:20]=[CH:19][CH:18]=[CH:17][CH:16]=1)[C:12]([O:11][CH2:9][CH3:10])=[O:21]. The catalyst class is: 1. (3) Reactant: [C:1]([O:4][CH2:5][C@H:6]1[CH2:11][C@@H:10]([O:12][C:13](=[O:15])[CH3:14])[CH2:9][CH2:8][C@@:7]1([C@H:17]1[CH2:25][CH2:24][C@@:23]2([CH3:26])[C@@H:19]([CH2:20][C@H:21]([O:28][C:29](=[O:31])[CH3:30])[C:22]2=[CH2:27])[C@@H:18]1[CH2:32]OS(C)(=O)=O)[CH3:16])(=[O:3])[CH3:2].[N-:38]=[N+:39]=[N-:40].[Na+]. Product: [C:1]([O:4][CH2:5][C@H:6]1[CH2:11][C@@H:10]([O:12][C:13](=[O:15])[CH3:14])[CH2:9][CH2:8][C@@:7]1([C@H:17]1[CH2:25][CH2:24][C@@:23]2([CH3:26])[C@@H:19]([CH2:20][C@H:21]([O:28][C:29](=[O:31])[CH3:30])[C:22]2=[CH2:27])[C@@H:18]1[CH2:32][N:38]=[N+:39]=[N-:40])[CH3:16])(=[O:3])[CH3:2]. The catalyst class is: 215. (4) Reactant: [Cl:1][C:2]1[C:15]([NH:16][C:17]2[NH:18][C:19]3[C:20]([N:34]=2)=[N:21][C:22]([O:29][CH2:30][CH:31]([F:33])[F:32])=[C:23]([C:25]([O:27]C)=[O:26])[CH:24]=3)=[C:14]([Cl:35])[CH:13]=[CH:12][C:3]=1[CH2:4][NH:5][C:6](=[O:11])[C:7]([CH3:10])([CH3:9])[CH3:8].[OH-].[Na+]. Product: [Cl:1][C:2]1[C:15]([NH:16][C:17]2[NH:18][C:19]3[C:20]([N:34]=2)=[N:21][C:22]([O:29][CH2:30][CH:31]([F:32])[F:33])=[C:23]([C:25]([OH:27])=[O:26])[CH:24]=3)=[C:14]([Cl:35])[CH:13]=[CH:12][C:3]=1[CH2:4][NH:5][C:6](=[O:11])[C:7]([CH3:10])([CH3:9])[CH3:8]. The catalyst class is: 5. (5) Reactant: [CH2:1]([O:4][C:5]([N:7]1[CH2:12][CH2:11][CH:10]([N:13]([CH2:23][CH2:24][NH:25]C(OC(C)(C)C)=O)[CH2:14][CH2:15][C:16]2[CH:21]=[CH:20][C:19]([Cl:22])=[CH:18][CH:17]=2)[CH2:9][CH2:8]1)=[O:6])[CH:2]=[CH2:3].Cl. Product: [ClH:22].[NH2:25][CH2:24][CH2:23][N:13]([CH2:14][CH2:15][C:16]1[CH:21]=[CH:20][C:19]([Cl:22])=[CH:18][CH:17]=1)[CH:10]1[CH2:9][CH2:8][N:7]([C:5]([O:4][CH2:1][CH:2]=[CH2:3])=[O:6])[CH2:12][CH2:11]1. The catalyst class is: 25. (6) Reactant: [Cl:1][C:2]1[CH:7]=[CH:6][C:5]([C:8]2[N:9]=[C:10]([N:17]3[CH:21]=[CH:20][N:19]=[C:18]3[CH3:22])[O:11][C:12]=2[CH2:13][CH2:14][CH2:15][OH:16])=[CH:4][CH:3]=1.[CH3:23][O:24][C:25]1[CH:26]=[C:27](O)[CH:28]=[CH:29][CH:30]=1.C(P(CCCC)CCCC)CCC.N(C(OCC)=O)=NC(OCC)=O. Product: [Cl:1][C:2]1[CH:3]=[CH:4][C:5]([C:8]2[N:9]=[C:10]([N:17]3[CH:21]=[CH:20][N:19]=[C:18]3[CH3:22])[O:11][C:12]=2[CH2:13][CH2:14][CH2:15][O:16][C:29]2[CH:28]=[CH:27][CH:26]=[C:25]([O:24][CH3:23])[CH:30]=2)=[CH:6][CH:7]=1. The catalyst class is: 359. (7) Reactant: [NH2:1][C:2]1[CH:7]=[CH:6][C:5]([C:8]2[NH:9][C:10]([C:20]3[CH:25]=[CH:24][N:23]=[CH:22][CH:21]=3)=[C:11]([C:13]3[CH:18]=[CH:17][C:16]([F:19])=[CH:15][CH:14]=3)[N:12]=2)=[CH:4][CH:3]=1.C(N(CC)CC)C.[CH3:33][S:34](Cl)(=[O:36])=[O:35].C([O-])(O)=O.[Na+]. Product: [F:19][C:16]1[CH:15]=[CH:14][C:13]([C:11]2[N:12]=[C:8]([C:5]3[CH:6]=[CH:7][C:2]([NH:1][S:34]([CH3:33])(=[O:36])=[O:35])=[CH:3][CH:4]=3)[NH:9][C:10]=2[C:20]2[CH:25]=[CH:24][N:23]=[CH:22][CH:21]=2)=[CH:18][CH:17]=1. The catalyst class is: 2.